Dataset: Catalyst prediction with 721,799 reactions and 888 catalyst types from USPTO. Task: Predict which catalyst facilitates the given reaction. Reactant: [CH2:1]([C:5]1([CH2:18][C:19](=[O:21])[CH3:20])[CH2:14][CH2:13][C:12]2[C:7](=[CH:8][CH:9]=[C:10]([O:15][CH3:16])[CH:11]=2)[C:6]1=O)[CH2:2][CH2:3][CH3:4].[OH-].[K+]. Product: [CH2:1]([C:5]12[CH2:18][C:19](=[O:21])[CH:20]=[C:6]1[C:7]1[C:12]([CH2:13][CH2:14]2)=[CH:11][C:10]([O:15][CH3:16])=[CH:9][CH:8]=1)[CH2:2][CH2:3][CH3:4]. The catalyst class is: 88.